Task: Predict which catalyst facilitates the given reaction.. Dataset: Catalyst prediction with 721,799 reactions and 888 catalyst types from USPTO Reactant: [Cl:1][C:2]1[CH:10]=[C:9]([Cl:11])[C:8]([OH:12])=[C:7]([N+:13]([O-:15])=[O:14])[C:3]=1[C:4](O)=[O:5].S(Cl)(Cl)=O.[NH4+:20].[OH-]. Product: [Cl:11][C:9]1[CH:10]=[C:2]([Cl:1])[C:3]([C:4]([NH2:20])=[O:5])=[C:7]([N+:13]([O-:15])=[O:14])[C:8]=1[OH:12]. The catalyst class is: 11.